From a dataset of Full USPTO retrosynthesis dataset with 1.9M reactions from patents (1976-2016). Predict the reactants needed to synthesize the given product. (1) Given the product [F:1][C:2]1[CH:3]=[C:4]([CH:7]=[C:8]([F:10])[C:9]=1[CH:21]=[O:22])[C:5]#[N:6], predict the reactants needed to synthesize it. The reactants are: [F:1][C:2]1[CH:3]=[C:4]([CH:7]=[C:8]([F:10])[CH:9]=1)[C:5]#[N:6].C([N-]C(C)C)(C)C.[Li+].CN(C)[CH:21]=[O:22].C(O)(=O)C. (2) Given the product [CH2:1]([O:3][C:4](=[O:32])[CH2:5][CH2:6][CH2:7][CH2:8][CH2:9][CH2:10][N:11]([C:12]1[CH:17]=[C:16]([C:37]2[CH:38]=[CH:39][C:34]([F:33])=[CH:35][CH:36]=2)[CH:15]=[CH:14][N:13]=1)[C:26]1[CH:31]=[CH:30][CH:29]=[CH:28][N:27]=1)[CH3:2], predict the reactants needed to synthesize it. The reactants are: [CH2:1]([O:3][C:4](=[O:32])[CH2:5][CH2:6][CH2:7][CH2:8][CH2:9][CH2:10][N:11]([C:26]1[CH:31]=[CH:30][CH:29]=[CH:28][N:27]=1)[C:12]1[CH:17]=[C:16](OS(C(F)(F)F)(=O)=O)[CH:15]=[CH:14][N:13]=1)[CH3:2].[F:33][C:34]1[CH:39]=[CH:38][C:37](B(O)O)=[CH:36][CH:35]=1.C(=O)([O-])[O-].[K+].[K+].O.